Dataset: Full USPTO retrosynthesis dataset with 1.9M reactions from patents (1976-2016). Task: Predict the reactants needed to synthesize the given product. (1) Given the product [Br:30][C:14]1[N:10]([CH2:9][CH2:8][C:3]2[CH:4]=[CH:5][CH:6]=[CH:7][C:2]=2[Cl:1])[CH:11]=[N:12][C:13]=1[C:15]1[CH:20]=[C:19]([C:21]#[N:22])[CH:18]=[CH:17][N:16]=1, predict the reactants needed to synthesize it. The reactants are: [Cl:1][C:2]1[CH:7]=[CH:6][CH:5]=[CH:4][C:3]=1[CH2:8][CH2:9][N:10]1[CH:14]=[C:13]([C:15]2[CH:20]=[C:19]([C:21]#[N:22])[CH:18]=[CH:17][N:16]=2)[N:12]=[CH:11]1.C1C(=O)N([Br:30])C(=O)C1. (2) Given the product [CH3:1][C:2]1[C:3]([O:8][C:9]2[CH:10]=[CH:11][C:12]([NH:15][C:17]3[NH:21][C:20]4[CH:22]=[CH:23][CH:24]=[CH:25][C:19]=4[N:18]=3)=[CH:13][CH:14]=2)=[N:4][CH:5]=[CH:6][CH:7]=1, predict the reactants needed to synthesize it. The reactants are: [CH3:1][C:2]1[C:3]([O:8][C:9]2[CH:14]=[CH:13][C:12]([NH2:15])=[CH:11][CH:10]=2)=[N:4][CH:5]=[CH:6][CH:7]=1.Cl[C:17]1[NH:18][C:19]2[CH:25]=[CH:24][CH:23]=[CH:22][C:20]=2[N:21]=1. (3) Given the product [Cl:12][C:4]1[CH:3]=[C:2]([CH:13]2[CH2:15][CH2:14]2)[CH:11]=[CH:10][C:5]=1[C:6]([O:8][CH3:9])=[O:7], predict the reactants needed to synthesize it. The reactants are: Br[C:2]1[CH:11]=[CH:10][C:5]([C:6]([O:8][CH3:9])=[O:7])=[C:4]([Cl:12])[CH:3]=1.[CH:13]1(B(O)O)[CH2:15][CH2:14]1.[O-]P([O-])([O-])=O.[K+].[K+].[K+].C1(C)C=CC=CC=1. (4) Given the product [S:9]1[C:10]2[C:2]3[CH:3]=[CH:4][CH:5]=[CH:6][C:1]=3[NH:7][C:11]=2[CH2:12][CH2:13]1, predict the reactants needed to synthesize it. The reactants are: [C:1]1([NH:7]N)[CH:6]=[CH:5][CH:4]=[CH:3][CH:2]=1.[S:9]1[CH2:13][CH2:12][C:11](=O)[CH2:10]1.O. (5) Given the product [CH3:1][O:2][C:3](=[O:12])[C:4]1[CH:9]=[C:8]([N:61]2[CH2:65][CH2:64][CH2:63][C:62]2=[O:66])[CH:7]=[C:6]([Br:11])[CH:5]=1, predict the reactants needed to synthesize it. The reactants are: [CH3:1][O:2][C:3](=[O:12])[C:4]1[CH:9]=[C:8](I)[CH:7]=[C:6]([Br:11])[CH:5]=1.C([O-])([O-])=O.[Cs+].[Cs+].CC1(C)C2C(=C(P(C3C=CC=CC=3)C3C=CC=CC=3)C=CC=2)OC2C(P(C3C=CC=CC=3)C3C=CC=CC=3)=CC=CC1=2.[NH:61]1[CH2:65][CH2:64][CH2:63][C:62]1=[O:66]. (6) Given the product [CH:1]1([C:4]2[NH:8][C:7]3[CH:16]=[C:17]([C:28]4[C:29]([CH3:34])=[N:30][O:31][C:32]=4[CH3:33])[CH:18]=[C:19]([C:20]([C:40]4[CH:39]=[CH:38][CH:37]=[C:36]([CH3:35])[N:41]=4)([C:22]4[N:23]=[N:24][CH:25]=[CH:26][CH:27]=4)[OH:21])[C:6]=3[N:5]=2)[CH2:3][CH2:2]1, predict the reactants needed to synthesize it. The reactants are: [CH:1]1([C:4]2[N:8](C(OC(C)(C)C)=O)[C:7]3[CH:16]=[C:17]([C:28]4[C:29]([CH3:34])=[N:30][O:31][C:32]=4[CH3:33])[CH:18]=[C:19]([C:20]([C:22]4[N:23]=[N:24][CH:25]=[CH:26][CH:27]=4)=[O:21])[C:6]=3[N:5]=2)[CH2:3][CH2:2]1.[CH3:35][C:36]1[N:41]=[C:40]([Mg]Br)[CH:39]=[CH:38][CH:37]=1. (7) Given the product [Br:17][C:18]1[CH:19]=[C:20]2[C:24](=[CH:25][CH:26]=1)[C@H:23]([N:2]1[CH2:3][C:4]3([CH2:5][CH2:6][N:7]([C:10]([O:12][C:13]([CH3:16])([CH3:15])[CH3:14])=[O:11])[CH2:8][CH2:9]3)[CH2:1]1)[CH2:22][CH2:21]2, predict the reactants needed to synthesize it. The reactants are: [CH2:1]1[C:4]2([CH2:9][CH2:8][N:7]([C:10]([O:12][C:13]([CH3:16])([CH3:15])[CH3:14])=[O:11])[CH2:6][CH2:5]2)[CH2:3][NH:2]1.[Br:17][C:18]1[CH:19]=[C:20]2[C:24](=[CH:25][CH:26]=1)[C:23](=O)[CH2:22][CH2:21]2.C(O[BH-](OC(=O)C)OC(=O)C)(=O)C.[Na+].